From a dataset of Forward reaction prediction with 1.9M reactions from USPTO patents (1976-2016). Predict the product of the given reaction. (1) The product is: [NH:1]1[C:9]2[C:4](=[CH:5][CH:6]=[CH:7][CH:8]=2)[C:3]([C:10]([Cl:21])=[O:12])=[CH:2]1. Given the reactants [NH:1]1[C:9]2[C:4](=[CH:5][CH:6]=[CH:7][CH:8]=2)[C:3]([C:10]([OH:12])=O)=[CH:2]1.CN(C)C=O.C(Cl)(=O)C([Cl:21])=O, predict the reaction product. (2) Given the reactants S(Cl)(Cl)(=O)=O.[N+:6]([C:9]1[CH:10]=[CH:11][C:12]([SH:15])=[N:13][CH:14]=1)([O-:8])=[O:7].[SH:16][C@H:17]([CH3:20])[CH2:18][OH:19].[OH-].[NH4+], predict the reaction product. The product is: [N+:6]([C:9]1[CH:10]=[CH:11][C:12]([S:15][S:16][C@H:17]([CH3:20])[CH2:18][OH:19])=[N:13][CH:14]=1)([O-:8])=[O:7]. (3) Given the reactants FC(F)(F)C(O)=O.[CH2:8]([O:12][C:13]1[NH:14][C:15]([NH2:24])=[C:16]2[C:20]([N:21]=1)=[N:19][C:18]([O:22][CH3:23])=[N:17]2)[CH2:9][CH2:10][CH3:11].Br[CH2:26][CH2:27][C@@H:28]1[CH2:32][CH2:31][O:30][CH2:29]1, predict the reaction product. The product is: [CH2:8]([O:12][C:13]1[N:21]=[C:20]2[C:16]([N:17]=[C:18]([O:22][CH3:23])[N:19]2[CH2:26][CH2:27][C@@H:28]2[CH2:32][CH2:31][O:30][CH2:29]2)=[C:15]([NH2:24])[N:14]=1)[CH2:9][CH2:10][CH3:11]. (4) Given the reactants [Cl:1][C:2]1[CH:20]=[C:19]([N+:21]([O-])=O)[CH:18]=[CH:17][C:3]=1[O:4][C:5]1[CH:6]=[C:7]([C:11]2[O:12][CH:13]=[C:14]([CH3:16])[N:15]=2)[CH:8]=[CH:9][CH:10]=1, predict the reaction product. The product is: [Cl:1][C:2]1[CH:20]=[C:19]([CH:18]=[CH:17][C:3]=1[O:4][C:5]1[CH:10]=[CH:9][CH:8]=[C:7]([C:11]2[O:12][CH:13]=[C:14]([CH3:16])[N:15]=2)[CH:6]=1)[NH2:21].